The task is: Predict the reactants needed to synthesize the given product.. This data is from Full USPTO retrosynthesis dataset with 1.9M reactions from patents (1976-2016). (1) Given the product [Br:1][C:2]1[CH:12]=[CH:11][C:5]([O:6][CH2:7][C:8]([NH:25][NH2:26])=[O:9])=[CH:4][CH:3]=1, predict the reactants needed to synthesize it. The reactants are: [Br:1][C:2]1[CH:12]=[CH:11][C:5]([O:6][CH2:7][C:8](O)=[O:9])=[CH:4][CH:3]=1.C1N=CN(C(N2C=NC=C2)=O)C=1.[NH2:25][NH2:26]. (2) Given the product [CH:29]([N:30]1[CH2:35][CH2:34][N:33]([CH2:21][CH2:20][CH2:19][CH:17]2[O:16][N:15]=[C:14]([C:10]3[CH:11]=[CH:12][CH:13]=[C:8]([O:1][C:2]4[CH:3]=[CH:4][CH:5]=[CH:6][CH:7]=4)[CH:9]=3)[CH2:18]2)[CH2:32][CH2:31]1)([C:36]1[CH:41]=[CH:40][CH:39]=[CH:38][CH:37]=1)[C:23]1[CH:28]=[CH:27][CH:26]=[CH:25][CH:24]=1, predict the reactants needed to synthesize it. The reactants are: [O:1]([C:8]1[CH:9]=[C:10]([C:14]2[CH2:18][CH:17]([CH2:19][CH2:20][CH:21]=O)[O:16][N:15]=2)[CH:11]=[CH:12][CH:13]=1)[C:2]1[CH:7]=[CH:6][CH:5]=[CH:4][CH:3]=1.[C:23]1([CH:29]([C:36]2[CH:41]=[CH:40][CH:39]=[CH:38][CH:37]=2)[N:30]2[CH2:35][CH2:34][NH:33][CH2:32][CH2:31]2)[CH:28]=[CH:27][CH:26]=[CH:25][CH:24]=1.[BH-](OC(C)=O)(OC(C)=O)OC(C)=O.[Na+]. (3) Given the product [C:53]1([C:69]2[CH:74]=[CH:73][CH:72]=[CH:71][CH:70]=2)[CH:54]=[CH:55][C:56]([CH:59]([N:67]([CH3:68])[C:27](=[O:29])[CH2:26][N:21]2[C:20]3[CH:30]=[C:16]([Br:15])[C:17]([Br:31])=[CH:18][C:19]=3[O:24][CH2:23][C:22]2=[O:25])[CH2:60][N:61]2[CH2:62][CH2:63][O:64][CH2:65][CH2:66]2)=[CH:57][CH:58]=1, predict the reactants needed to synthesize it. The reactants are: ClC1C=C(N(C)CC(O)=O)C=CC=1Cl.[Br:15][C:16]1[C:17]([Br:31])=[CH:18][C:19]2[O:24][CH2:23][C:22](=[O:25])[N:21]([CH2:26][C:27]([OH:29])=O)[C:20]=2[CH:30]=1.C1(C2C=CC=CC=2)C=CC(C(NC)CN2CCCC2)=CC=1.[C:53]1([C:69]2[CH:74]=[CH:73][CH:72]=[CH:71][CH:70]=2)[CH:58]=[CH:57][C:56]([CH:59]([NH:67][CH3:68])[CH2:60][N:61]2[CH2:66][CH2:65][O:64][CH2:63][CH2:62]2)=[CH:55][CH:54]=1. (4) Given the product [F:1][C:2]1[CH:3]=[CH:4][CH:5]=[C:6]2[C:10]=1[N:9]([CH2:11][CH2:12][CH3:13])[N:8]=[C:7]2[C:14]1[CH:19]=[CH:18][C:17]([OH:20])=[CH:16][C:15]=1[CH3:22], predict the reactants needed to synthesize it. The reactants are: [F:1][C:2]1[CH:3]=[CH:4][CH:5]=[C:6]2[C:10]=1[N:9]([CH2:11][CH2:12][CH3:13])[N:8]=[C:7]2[C:14]1[CH:19]=[CH:18][C:17]([O:20]C)=[CH:16][C:15]=1[CH3:22].B(Br)(Br)Br.C1CCCCC=1. (5) Given the product [Cl:1][C:2]1[C:3](=[O:32])[NH:4][CH:5]=[CH:6][C:7]=1[C:8]1[N:9]=[C:10]([NH:15][C:16]([C:18]2([C:21]3[CH:31]=[CH:30][C:24]4[O:25][C:26]([F:28])([F:29])[O:27][C:23]=4[CH:22]=3)[CH2:20][CH2:19]2)=[O:17])[CH:11]=[CH:12][C:13]=1[CH3:14], predict the reactants needed to synthesize it. The reactants are: [Cl:1][C:2]1[C:3]([O:32]C)=[N:4][CH:5]=[CH:6][C:7]=1[C:8]1[C:13]([CH3:14])=[CH:12][CH:11]=[C:10]([NH:15][C:16]([C:18]2([C:21]3[CH:31]=[CH:30][C:24]4[O:25][C:26]([F:29])([F:28])[O:27][C:23]=4[CH:22]=3)[CH2:20][CH2:19]2)=[O:17])[N:9]=1.I[Si](C)(C)C.